Predict the product of the given reaction. From a dataset of Forward reaction prediction with 1.9M reactions from USPTO patents (1976-2016). (1) Given the reactants [NH2:1][C@@H:2]([CH2:33][C:34]1[CH:39]=[CH:38][CH:37]=[CH:36][CH:35]=1)[C@@H:3]([OH:32])[CH2:4][C@H:5]([NH:19][C:20]([C@@H:22]([NH:27][C:28](=[O:31])[O:29][CH3:30])[C:23]([CH3:26])([CH3:25])[CH3:24])=[O:21])[CH2:6][C:7]1[CH:12]=[CH:11][C:10]([C:13]2[CH:18]=[CH:17][CH:16]=[CH:15][N:14]=2)=[CH:9][CH:8]=1.[CH3:40][C:41]([CH3:61])([CH3:60])[C@H:42]([N:46]1[CH2:50][CH2:49][N:48]([CH2:51][C:52]2[CH:57]=[CH:56][CH:55]=[C:54]([CH3:58])[CH:53]=2)[C:47]1=[O:59])[C:43](O)=[O:44].CCOP(ON1N=NC2C=CC=CC=2C1=O)(OCC)=O.C(N(CC)C(C)C)(C)C, predict the reaction product. The product is: [CH3:40][C:41]([CH3:61])([CH3:60])[C@H:42]([N:46]1[CH2:50][CH2:49][N:48]([CH2:51][C:52]2[CH:57]=[CH:56][CH:55]=[C:54]([CH3:58])[CH:53]=2)[C:47]1=[O:59])[C:43]([NH:1][C@@H:2]([CH2:33][C:34]1[CH:35]=[CH:36][CH:37]=[CH:38][CH:39]=1)[C@@H:3]([OH:32])[CH2:4][C@H:5]([NH:19][C:20]([C@@H:22]([NH:27][C:28](=[O:31])[O:29][CH3:30])[C:23]([CH3:26])([CH3:25])[CH3:24])=[O:21])[CH2:6][C:7]1[CH:12]=[CH:11][C:10]([C:13]2[CH:18]=[CH:17][CH:16]=[CH:15][N:14]=2)=[CH:9][CH:8]=1)=[O:44]. (2) Given the reactants [Mg].C(Br)(C)C.C([Mg]Br)(C)C.[O:11]1[CH2:16][CH2:15][CH2:14][CH2:13][CH:12]1[C:17](CCC#C)=[O:18].C1(S([CH:32]2[CH2:37][CH2:36][CH2:35][C@@H:34]([CH2:38][O:39][C:40]3[CH:45]=[CH:44][C:43]([F:46])=[CH:42][CH:41]=3)[O:33]2)(=O)=O)C=CC=CC=1.[CH2:47]1C[O:50][CH2:49][CH2:48]1, predict the reaction product. The product is: [F:46][C:43]1[CH:42]=[CH:41][C:40]([O:39][CH2:38][CH:34]2[CH2:35][CH2:36][CH:37]([C:32]#[C:47][CH2:48][CH2:49][O:50][C:17]([CH:12]3[CH2:13][CH2:14][CH2:15][CH2:16][O:11]3)=[O:18])[O:33]2)=[CH:45][CH:44]=1. (3) Given the reactants [F:1][C:2]1[CH:3]=[C:4]([CH2:8][C:9]2[C:14](=O)[CH:13]=[CH:12][NH:11][C:10]=2[CH3:16])[CH:5]=[CH:6][CH:7]=1.P(Cl)(Cl)([Cl:19])=O, predict the reaction product. The product is: [Cl:19][C:14]1[CH:13]=[CH:12][N:11]=[C:10]([CH3:16])[C:9]=1[CH2:8][C:4]1[CH:5]=[CH:6][CH:7]=[C:2]([F:1])[CH:3]=1. (4) Given the reactants [H-].[Al+3].[Li+].[H-].[H-].[H-].[CH3:7][O:8][C:9]1[CH:14]=[CH:13][CH:12]=[CH:11][C:10]=1[N:15]1[C@H:20]([C:21](OC)=[O:22])[CH2:19][CH2:18][CH2:17][C@@H:16]1[C:25](OC)=[O:26], predict the reaction product. The product is: [CH3:7][O:8][C:9]1[CH:14]=[CH:13][CH:12]=[CH:11][C:10]=1[N:15]1[C@H:16]([CH2:25][OH:26])[CH2:17][CH2:18][CH2:19][C@@H:20]1[CH2:21][OH:22]. (5) Given the reactants [NH:1]1[C:5]2=[N:6][CH:7]=[CH:8][CH:9]=[C:4]2[C:3]([C:10]([O:12][CH3:13])=[O:11])=[CH:2]1.Br[C:15]1[S:16][CH:17]=[CH:18][N:19]=1.C(=O)([O-])[O-].[Cs+].[Cs+], predict the reaction product. The product is: [S:16]1[CH:17]=[CH:18][N:19]=[C:15]1[N:1]1[C:5]2=[N:6][CH:7]=[CH:8][CH:9]=[C:4]2[C:3]([C:10]([O:12][CH3:13])=[O:11])=[CH:2]1. (6) Given the reactants [Cl:1][C:2]1[CH:3]=[C:4]([NH:24][N:25]=[C:26]([C:35]([NH:37][C:38](=[O:42])OCC)=[O:36])[C:27]([NH:29][C:30](=[O:34])[O:31][CH2:32][CH3:33])=[O:28])[CH:5]=[C:6]([Cl:23])[C:7]=1[C:8]([C:11]1[N:15]=[C:14]([C:16]2[CH:21]=[CH:20][CH:19]=[CH:18][C:17]=2[CH3:22])[O:13][N:12]=1)([CH3:10])[CH3:9].C([O-])(=O)C.[Na+].O, predict the reaction product. The product is: [Cl:23][C:6]1[CH:5]=[C:4]([N:24]2[C:38](=[O:42])[NH:37][C:35](=[O:36])[C:26]([C:27]([NH:29][C:30](=[O:34])[O:31][CH2:32][CH3:33])=[O:28])=[N:25]2)[CH:3]=[C:2]([Cl:1])[C:7]=1[C:8]([C:11]1[N:15]=[C:14]([C:16]2[CH:21]=[CH:20][CH:19]=[CH:18][C:17]=2[CH3:22])[O:13][N:12]=1)([CH3:9])[CH3:10]. (7) Given the reactants Cl.[OH:2][CH2:3][C@@H:4]1[O:8][C:7](=[O:9])[N:6]([C:10]2[CH:15]=[CH:14][C:13]([N:16]3[CH2:21][CH2:20][NH:19][CH2:18][CH2:17]3)=[C:12]([F:22])[CH:11]=2)[CH2:5]1.C(N(CC)CC)C.Cl[C:31]1[CH:36]=[CH:35][C:34]([C:37]#[N:38])=[CH:33][N:32]=1, predict the reaction product. The product is: [OH:2][CH2:3][C@@H:4]1[O:8][C:7](=[O:9])[N:6]([C:10]2[CH:15]=[CH:14][C:13]([N:16]3[CH2:17][CH2:18][N:19]([C:31]4[CH:36]=[CH:35][C:34]([C:37]#[N:38])=[CH:33][N:32]=4)[CH2:20][CH2:21]3)=[C:12]([F:22])[CH:11]=2)[CH2:5]1. (8) Given the reactants Br[C:2]1[CH:3]=[C:4]([CH:8]2[CH2:17][CH2:16][C:15]3[C:10](=[CH:11][CH:12]=[C:13]([CH:18]([C:24]#[C:25][CH3:26])[CH2:19][C:20]([O:22][CH3:23])=[O:21])[CH:14]=3)[O:9]2)[CH:5]=[CH:6][CH:7]=1.[CH3:27][C:28]1[CH:33]=[CH:32][CH:31]=[C:30]([CH3:34])[C:29]=1B(O)O.C([O-])([O-])=O.[K+].[K+].[NH4+].[Cl-], predict the reaction product. The product is: [CH3:27][C:28]1[CH:33]=[CH:32][CH:31]=[C:30]([CH3:34])[C:29]=1[C:2]1[CH:7]=[CH:6][CH:5]=[C:4]([CH:8]2[CH2:17][CH2:16][C:15]3[C:10](=[CH:11][CH:12]=[C:13]([CH:18]([C:24]#[C:25][CH3:26])[CH2:19][C:20]([O:22][CH3:23])=[O:21])[CH:14]=3)[O:9]2)[CH:3]=1.